Predict the reactants needed to synthesize the given product. From a dataset of Full USPTO retrosynthesis dataset with 1.9M reactions from patents (1976-2016). (1) Given the product [Cl:1][C:2]1[CH:3]=[C:4]([NH:5][CH:15]2[CH2:11][CH2:12][N:13]([C:16]([O:18][C:19]([CH3:22])([CH3:21])[CH3:20])=[O:17])[CH2:14]2)[CH:6]=[CH:7][C:8]=1[Cl:9], predict the reactants needed to synthesize it. The reactants are: [Cl:1][C:2]1[CH:3]=[C:4]([CH:6]=[CH:7][C:8]=1[Cl:9])[NH2:5].O=[C:11]1[CH2:15][CH2:14][N:13]([C:16]([O:18][C:19]([CH3:22])([CH3:21])[CH3:20])=[O:17])[CH2:12]1.[BH3-]C#N.[Na+]. (2) Given the product [CH3:1][C:2]1[N:29]=[C:5]2[N:6]([CH2:30][C:31]3([CH3:34])[CH2:33][CH2:32]3)[C:7](=[O:28])[C:8]([CH2:13][C:14]3[CH:19]=[CH:18][C:17]([C:20]4[C:21]([C:26]#[N:27])=[CH:22][CH:23]=[CH:24][CH:25]=4)=[CH:16][CH:15]=3)=[C:9]([CH2:10][CH2:11][CH3:12])[N:4]2[N:3]=1, predict the reactants needed to synthesize it. The reactants are: [CH3:1][C:2]1[N:29]=[C:5]2[NH:6][C:7](=[O:28])[C:8]([CH2:13][C:14]3[CH:19]=[CH:18][C:17]([C:20]4[C:21]([C:26]#[N:27])=[CH:22][CH:23]=[CH:24][CH:25]=4)=[CH:16][CH:15]=3)=[C:9]([CH2:10][CH2:11][CH3:12])[N:4]2[N:3]=1.[CH3:30][C:31]1([CH2:34]O)[CH2:33][CH2:32]1.C(P(CCCC)CCCC)CCC.N(C(N1CCCCC1)=O)=NC(N1CCCCC1)=O. (3) Given the product [CH2:18]([C:15]1[CH:16]=[CH:17][C:12]([CH2:11][C:10]2[C:28]3[C:23](=[CH:24][C:25]([O:29][CH3:30])=[CH:26][CH:27]=3)[CH:7]=[CH:8][N:9]=2)=[CH:13][CH:14]=1)[CH2:19][CH2:20][CH3:21], predict the reactants needed to synthesize it. The reactants are: P(Cl)(Cl)(Cl)=O.O[CH:7]([C:23]1[CH:28]=[CH:27][CH:26]=[C:25]([O:29][CH3:30])[CH:24]=1)[CH2:8][NH:9][C:10](=O)[CH2:11][C:12]1[CH:17]=[CH:16][C:15]([CH2:18][CH2:19][CH2:20][CH3:21])=[CH:14][CH:13]=1.C(=O)([O-])O.[Na+].